Dataset: Full USPTO retrosynthesis dataset with 1.9M reactions from patents (1976-2016). Task: Predict the reactants needed to synthesize the given product. (1) Given the product [CH3:22][Si:23]([CH3:30])([CH3:29])[O:1][C@@H:2]1[CH2:19][CH2:18][C@@:17]2([CH3:20])[C:4](=[CH:5][CH2:6][C@@H:7]3[C@@H:16]2[CH2:15][CH2:14][C@@:12]2([CH3:13])[C@H:8]3[CH2:9][CH2:10][C:11]2=[O:21])[CH2:3]1, predict the reactants needed to synthesize it. The reactants are: [OH:1][C@@H:2]1[CH2:19][CH2:18][C@@:17]2([CH3:20])[C:4](=[CH:5][CH2:6][C@@H:7]3[C@@H:16]2[CH2:15][CH2:14][C@@:12]2([CH3:13])[C@H:8]3[CH2:9][CH2:10][C:11]2=[O:21])[CH2:3]1.[CH3:22][Si:23]([CH3:30])([CH3:29])N[Si:23]([CH3:30])([CH3:29])[CH3:22].S1(C2C(=CC=CC=2)C(=O)N1)(=O)=O. (2) Given the product [NH:18]1[C:19]2[CH:25]=[CH:24][CH:23]=[CH:22][C:20]=2[N:21]=[N:17]1, predict the reactants needed to synthesize it. The reactants are: C(C1C(O[SiH](C)C)=CC(CBr)=CC=1[N:17]1[N:21]=[C:20]2[CH:22]=[CH:23][CH:24]=[CH:25][C:19]2=[N:18]1)(C)(C)C.CN1C(C)(C)CC(O)CC1(C)C.[H-].[Na+]. (3) Given the product [CH3:24][O:25][C:26]1[CH:27]=[C:28]([C:34]2[C@H:43]3[C@H:38]([CH2:39][CH2:40][CH2:41][CH2:42]3)[C:37](=[O:44])[N:36]([CH:45]3[CH2:46][CH2:47][N:48]([C:20](=[O:22])[C@H:9]([NH:8][C:6](=[O:7])[O:5][C:1]([CH3:2])([CH3:3])[CH3:4])[CH2:10][C:11]4[C:19]5[C:14](=[CH:15][CH:16]=[CH:17][CH:18]=5)[NH:13][CH:12]=4)[CH2:49][CH2:50]3)[N:35]=2)[CH:29]=[CH:30][C:31]=1[O:32][CH3:33], predict the reactants needed to synthesize it. The reactants are: [C:1]([O:5][C:6]([NH:8][C@@H:9]([C:20]([OH:22])=O)[CH2:10][C:11]1[C:19]2[C:14](=[CH:15][CH:16]=[CH:17][CH:18]=2)[NH:13][CH:12]=1)=[O:7])([CH3:4])([CH3:3])[CH3:2].Cl.[CH3:24][O:25][C:26]1[CH:27]=[C:28]([C:34]2[C@@H:43]3[C@@H:38]([CH2:39][CH2:40][CH2:41][CH2:42]3)[C:37](=[O:44])[N:36]([CH:45]3[CH2:50][CH2:49][NH:48][CH2:47][CH2:46]3)[N:35]=2)[CH:29]=[CH:30][C:31]=1[O:32][CH3:33].C(Cl)CCl.C1C=CC2N(O)N=NC=2C=1. (4) The reactants are: [H-].[Na+].[F:3][C:4]1[CH:9]=[CH:8][C:7](/[CH:10]=[CH:11]/[C:12]([N:14]2[CH2:19][CH2:18][N:17]([CH:20]([CH3:22])[CH3:21])[CH2:16][CH2:15]2)=[O:13])=[CH:6][CH:5]=1.CO.[CH2:25](Cl)Cl. Given the product [F:3][C:4]1[CH:9]=[CH:8][C:7]([C@@H:10]2[CH2:25][C@H:11]2[C:12]([N:14]2[CH2:15][CH2:16][N:17]([CH:20]([CH3:22])[CH3:21])[CH2:18][CH2:19]2)=[O:13])=[CH:6][CH:5]=1, predict the reactants needed to synthesize it. (5) Given the product [O:19]=[C:12]1[NH:13][CH2:14][C@@H:15]([C:16]([O:18][CH2:26][C:23]2[CH:24]=[CH:25][CH:20]=[CH:21][CH:22]=2)=[O:17])[N:11]1[C:9]([O:8][CH2:1][C:2]1[CH:7]=[CH:6][CH:5]=[CH:4][CH:3]=1)=[O:10], predict the reactants needed to synthesize it. The reactants are: [CH2:1]([O:8][C:9]([N:11]1[C@H:15]([C:16]([OH:18])=[O:17])[CH2:14][NH:13][C:12]1=[O:19])=[O:10])[C:2]1[CH:7]=[CH:6][CH:5]=[CH:4][CH:3]=1.[CH:20]1[CH:25]=[CH:24][C:23]([CH2:26]Br)=[CH:22][CH:21]=1.C([O-])([O-])=O.[K+].[K+]. (6) Given the product [Si:31]([O:20][C@@H:18]1[CH2:19][C:14]2[C@@:15]([CH3:21])([CH:5]3[CH:6]([CH2:12][CH:13]=2)[CH:7]2[C@@:2]([CH3:1])([C:10](=[O:11])[CH2:9][CH2:8]2)[CH2:3][CH2:4]3)[CH2:16][CH2:17]1)([C:28]([CH3:30])([CH3:29])[CH3:27])([C:38]1[CH:39]=[CH:40][CH:41]=[CH:42][CH:43]=1)[C:32]1[CH:37]=[CH:36][CH:35]=[CH:34][CH:33]=1, predict the reactants needed to synthesize it. The reactants are: [CH3:1][C@@:2]12[C:10](=[O:11])[CH2:9][CH2:8][C@H:7]1[C@@H:6]1[CH2:12][CH:13]=[C:14]3[CH2:19][C@@H:18]([OH:20])[CH2:17][CH2:16][C@:15]3([CH3:21])[C@H:5]1[CH2:4][CH2:3]2.N1C=CN=C1.[CH3:27][C:28]([Si:31](Cl)([C:38]1[CH:43]=[CH:42][CH:41]=[CH:40][CH:39]=1)[C:32]1[CH:37]=[CH:36][CH:35]=[CH:34][CH:33]=1)([CH3:30])[CH3:29]. (7) Given the product [ClH:10].[Br:1][C:2]1[CH:8]=[CH:7][CH:6]=[C:5]([F:9])[C:3]=1[NH:4][NH2:11], predict the reactants needed to synthesize it. The reactants are: [Br:1][C:2]1[CH:8]=[CH:7][CH:6]=[C:5]([F:9])[C:3]=1[NH2:4].[ClH:10].[N:11]([O-])=O.[Na+].